From a dataset of Catalyst prediction with 721,799 reactions and 888 catalyst types from USPTO. Predict which catalyst facilitates the given reaction. (1) Reactant: [F:1][C:2]1[CH:3]=[C:4]2[C:8](=[CH:9][CH:10]=1)[NH:7][C:6]([CH2:11][OH:12])=[CH:5]2.[Cr](Cl)([O-])(=O)=O.[NH+]1C=CC=CC=1. Product: [F:1][C:2]1[CH:3]=[C:4]2[C:8](=[CH:9][CH:10]=1)[NH:7][C:6]([CH:11]=[O:12])=[CH:5]2. The catalyst class is: 635. (2) Reactant: [NH2:1][C@@H:2]([CH2:7][C:8]1[CH:9]=[C:10]2[C:15](=[CH:16][CH:17]=1)[N:14]=[CH:13][CH:12]=[CH:11]2)[C:3]([O:5][CH3:6])=[O:4].C(N(CC)CC)C.CO.[C:27](O[C:27]([O:29][C:30]([CH3:33])([CH3:32])[CH3:31])=[O:28])([O:29][C:30]([CH3:33])([CH3:32])[CH3:31])=[O:28]. Product: [C:30]([O:29][C:27]([NH:1][C@@H:2]([CH2:7][C:8]1[CH:9]=[C:10]2[C:15](=[CH:16][CH:17]=1)[N:14]=[CH:13][CH:12]=[CH:11]2)[C:3]([O:5][CH3:6])=[O:4])=[O:28])([CH3:33])([CH3:32])[CH3:31]. The catalyst class is: 6. (3) Reactant: O[CH:2]=[C:3]1[C:11]2[C:6](=[CH:7][C:8]([C:12]3[CH:17]=[CH:16][CH:15]=[C:14]([O:18][CH3:19])[CH:13]=3)=[CH:9][CH:10]=2)[NH:5][C:4]1=[O:20].[N:21]1([C:27]2[CH:32]=[CH:31][C:30]([NH2:33])=[CH:29][CH:28]=2)[CH2:26][CH2:25][O:24][CH2:23][CH2:22]1. Product: [CH3:19][O:18][C:14]1[CH:13]=[C:12]([C:8]2[CH:7]=[C:6]3[C:11]([C:3](=[CH:2][NH:33][C:30]4[CH:29]=[CH:28][C:27]([N:21]5[CH2:22][CH2:23][O:24][CH2:25][CH2:26]5)=[CH:32][CH:31]=4)[C:4](=[O:20])[NH:5]3)=[CH:10][CH:9]=2)[CH:17]=[CH:16][CH:15]=1. The catalyst class is: 7. (4) Reactant: C(O[C:6](=[O:28])[NH:7][C@@H:8]([CH2:21][C:22]1[CH:27]=[CH:26][CH:25]=[CH:24][CH:23]=1)[CH:9]([OH:20])[C:10](=[O:19])[NH:11][CH2:12][C:13]1[CH:18]=[CH:17][CH:16]=[CH:15][N:14]=1)(C)(C)C.FC(F)(F)C(O)=O.C(N(CC)C(C)C)(C)C.[CH2:45]([O:52][C:53]([NH:55][C@@H:56]([CH3:74])[C:57]([NH:59][C@@H:60]([CH2:64][C:65]1[C:73]2[C:68](=[CH:69][CH:70]=[CH:71][CH:72]=2)[NH:67][CH:66]=1)C(O)=O)=[O:58])=[O:54])[C:46]1[CH:51]=[CH:50][CH:49]=[CH:48][CH:47]=1.CN(C(ON1N=NC2C=CC=NC1=2)=[N+](C)C)C.F[P-](F)(F)(F)(F)F. Product: [CH2:45]([O:52][C:53](=[O:54])[NH:55][C@H:56]([C:57](=[O:58])[NH:59][C@H:60]([C:6](=[O:28])[NH:7][C@@H:8]([CH2:21][C:22]1[CH:23]=[CH:24][CH:25]=[CH:26][CH:27]=1)[CH:9]([OH:20])[C:10](=[O:19])[NH:11][CH2:12][C:13]1[CH:18]=[CH:17][CH:16]=[CH:15][N:14]=1)[CH2:64][C:65]1[C:73]2[C:68](=[CH:69][CH:70]=[CH:71][CH:72]=2)[NH:67][CH:66]=1)[CH3:74])[C:46]1[CH:47]=[CH:48][CH:49]=[CH:50][CH:51]=1. The catalyst class is: 4. (5) Reactant: Cl[C:2]1[CH:7]=[C:6]([Cl:8])[N:5]=[C:4]([C:9]2[CH:14]=[CH:13][C:12]([N+:15]([O-:17])=[O:16])=[CH:11][CH:10]=2)[N:3]=1.Cl.[CH:19]12[NH:26][CH:23]([CH2:24][CH2:25]1)[CH2:22][O:21][CH2:20]2.C(N(CC)CC)C. Product: [Cl:8][C:6]1[N:5]=[C:4]([C:9]2[CH:14]=[CH:13][C:12]([N+:15]([O-:17])=[O:16])=[CH:11][CH:10]=2)[N:3]=[C:2]([N:26]2[CH:19]3[CH2:25][CH2:24][CH:23]2[CH2:22][O:21][CH2:20]3)[CH:7]=1. The catalyst class is: 4. (6) Reactant: [CH2:1]1[C:13]2[C:12]3[CH:11]=[C:10]([C:14]([NH:16][CH:17]4[CH2:22][CH2:21][N:20]([C:23]([O:25][C:26]([CH3:29])([CH3:28])[CH3:27])=[O:24])[CH2:19][CH2:18]4)=[O:15])[CH:9]=[CH:8][C:7]=3[NH:6][C:5]=2[CH2:4][CH2:3][NH:2]1.[F:30][C:31]([F:41])([F:40])[C:32]1[CH:39]=[CH:38][C:35]([CH:36]=O)=[CH:34][CH:33]=1.C(O[BH-](OC(=O)C)OC(=O)C)(=O)C.[Na+].C(=O)(O)[O-].[Na+]. Product: [F:30][C:31]([F:40])([F:41])[C:32]1[CH:39]=[CH:38][C:35]([CH2:36][N:2]2[CH2:3][CH2:4][C:5]3[NH:6][C:7]4[CH:8]=[CH:9][C:10]([C:14]([NH:16][CH:17]5[CH2:18][CH2:19][N:20]([C:23]([O:25][C:26]([CH3:29])([CH3:28])[CH3:27])=[O:24])[CH2:21][CH2:22]5)=[O:15])=[CH:11][C:12]=4[C:13]=3[CH2:1]2)=[CH:34][CH:33]=1. The catalyst class is: 343. (7) Reactant: [CH3:1][C:2]([NH:13]C(=O)OC(C)(C)C)([C:4]1[CH:8]=[C:7]([Si](C)(C)C)[O:6][N:5]=1)[CH3:3].C(O)(C(F)(F)F)=O. Product: [O:6]1[CH:7]=[CH:8][C:4]([C:2]([NH2:13])([CH3:3])[CH3:1])=[N:5]1. The catalyst class is: 2. (8) Reactant: [CH3:1][C:2]1[CH:10]=[C:9]2[C:5]([C:6]([CH:11]=O)=[CH:7][NH:8]2)=[CH:4][CH:3]=1.C(O)(=O)C.CN.[C:19]([BH3-])#[N:20].[Na+]. Product: [CH3:19][NH:20][CH2:11][C:6]1[C:5]2[C:9](=[CH:10][C:2]([CH3:1])=[CH:3][CH:4]=2)[NH:8][CH:7]=1. The catalyst class is: 111. (9) Reactant: Br[C:2]1[CH:7]=[CH:6][C:5]([CH2:8][C@H:9]([O:14][CH2:15][CH2:16][CH3:17])[C:10]([O:12][CH3:13])=[O:11])=[CH:4][CH:3]=1.[CH3:18][NH:19][C:20]1[CH:25]=[CH:24][CH:23]=[C:22](B2OC(C)(C)C(C)(C)O2)[CH:21]=1.P([O-])([O-])([O-])=O.[K+].[K+].[K+].O. Product: [CH2:15]([O:14][C@@H:9]([CH2:8][C:5]1[CH:6]=[CH:7][C:2]([C:22]2[CH:23]=[CH:24][CH:25]=[C:20]([NH:19][CH3:18])[CH:21]=2)=[CH:3][CH:4]=1)[C:10]([O:12][CH3:13])=[O:11])[CH2:16][CH3:17]. The catalyst class is: 427.